This data is from Forward reaction prediction with 1.9M reactions from USPTO patents (1976-2016). The task is: Predict the product of the given reaction. (1) Given the reactants [C:1]([O:5][C:6]([NH:8][CH:9]([OH:14])[C:10](OC)=[O:11])=[O:7])([CH3:4])([CH3:3])[CH3:2].[NH3:15], predict the reaction product. The product is: [C:1]([O:5][C:6]([NH:8][C:9](=[O:14])[CH:10]([OH:11])[NH2:15])=[O:7])([CH3:4])([CH3:3])[CH3:2]. (2) Given the reactants C([O:5][C:6]1[CH:15]=[C:14]([NH:16][CH:17]2[CH2:22][CH2:21][N:20]([S:23]([C:26]([F:29])([F:28])[F:27])(=[O:25])=[O:24])[CH2:19][CH2:18]2)[C:13]2[C:8](=[C:9]([NH:46][CH2:47][CH2:48][O:49][CH3:50])[CH:10]=[C:11]([C:30]([C:39]3[CH:44]=[CH:43][C:42]([Cl:45])=[CH:41][CH:40]=3)([C:32]3[CH:37]=[CH:36][C:35]([Cl:38])=[CH:34][CH:33]=3)O)[CH:12]=2)[N:7]=1)(C)(C)C.C([SiH](CC)CC)C.C(O)(C(F)(F)F)=O, predict the reaction product. The product is: [Cl:38][C:35]1[CH:36]=[CH:37][C:32]([CH:30]([C:39]2[CH:40]=[CH:41][C:42]([Cl:45])=[CH:43][CH:44]=2)[C:11]2[CH:12]=[C:13]3[C:8](=[C:9]([NH:46][CH2:47][CH2:48][O:49][CH3:50])[CH:10]=2)[NH:7][C:6](=[O:5])[CH:15]=[C:14]3[NH:16][CH:17]2[CH2:22][CH2:21][N:20]([S:23]([C:26]([F:29])([F:27])[F:28])(=[O:25])=[O:24])[CH2:19][CH2:18]2)=[CH:33][CH:34]=1. (3) Given the reactants [CH3:1][NH2:2].[N:3]([C:6]1[CH:7]=[C:8]([B:12]2[O:16][C:15]([CH3:18])([CH3:17])[C:14]([CH3:20])([CH3:19])[O:13]2)[CH:9]=[CH:10][CH:11]=1)=[C:4]=[O:5], predict the reaction product. The product is: [CH3:1][NH:2][C:4]([NH:3][C:6]1[CH:11]=[CH:10][CH:9]=[C:8]([B:12]2[O:16][C:15]([CH3:18])([CH3:17])[C:14]([CH3:20])([CH3:19])[O:13]2)[CH:7]=1)=[O:5]. (4) Given the reactants [NH2:1][C:2]1[C:11]([N:12]2[CH2:17][CH2:16][O:15][CH2:14][CH2:13]2)=[CH:10][C:9]2[C:4](=[CH:5][CH:6]=[C:7]([C:18]3[C:25]([CH3:26])=[CH:24][CH:23]=[CH:22][C:19]=3[C:20]#N)[CH:8]=2)[N:3]=1.[C:27]1([Mg]Cl)[CH:32]=[CH:31][CH:30]=[CH:29][CH:28]=1.C1C[O:38]CC1.Cl, predict the reaction product. The product is: [NH2:1][C:2]1[C:11]([N:12]2[CH2:13][CH2:14][O:15][CH2:16][CH2:17]2)=[CH:10][C:9]2[C:4](=[CH:5][CH:6]=[C:7]([C:18]3[C:25]([CH3:26])=[CH:24][CH:23]=[CH:22][C:19]=3[C:20]([C:27]3[CH:32]=[CH:31][CH:30]=[CH:29][CH:28]=3)=[O:38])[CH:8]=2)[N:3]=1.